From a dataset of NCI-60 drug combinations with 297,098 pairs across 59 cell lines. Regression. Given two drug SMILES strings and cell line genomic features, predict the synergy score measuring deviation from expected non-interaction effect. Synergy scores: CSS=0.386, Synergy_ZIP=0.714, Synergy_Bliss=-1.75, Synergy_Loewe=-5.80, Synergy_HSA=-4.82. Drug 1: CN(C)N=NC1=C(NC=N1)C(=O)N. Cell line: MDA-MB-231. Drug 2: CC12CCC3C(C1CCC2OP(=O)(O)O)CCC4=C3C=CC(=C4)OC(=O)N(CCCl)CCCl.[Na+].